This data is from Reaction yield outcomes from USPTO patents with 853,638 reactions. The task is: Predict the reaction yield, written as a fraction of the theoretical maximum amount of product (1.0 means a 100% yield; for example, 0.34 means a 34% yield). The reactants are [C:1]([NH:4][C:5]1[S:6][CH:7]=[C:8]([C:10]2[CH:15]=[CH:14][C:13]([CH2:16][CH2:17][NH:18][CH:19]([NH:28]C(=O)OC(C)(C)C)[NH:20]C(=O)OC(C)(C)C)=[CH:12][CH:11]=2)[N:9]=1)(=[O:3])[CH3:2].[ClH:36]. The catalyst is O1CCOCC1. The product is [ClH:36].[NH2:28][C:19]([NH:18][CH2:17][CH2:16][C:13]1[CH:12]=[CH:11][C:10]([C:8]2[N:9]=[C:5]([NH:4][C:1](=[O:3])[CH3:2])[S:6][CH:7]=2)=[CH:15][CH:14]=1)=[NH:20]. The yield is 0.436.